From a dataset of NCI-60 drug combinations with 297,098 pairs across 59 cell lines. Regression. Given two drug SMILES strings and cell line genomic features, predict the synergy score measuring deviation from expected non-interaction effect. (1) Drug 1: C1=C(C(=O)NC(=O)N1)F. Drug 2: C1C(C(OC1N2C=NC(=NC2=O)N)CO)O. Cell line: COLO 205. Synergy scores: CSS=58.0, Synergy_ZIP=-10.4, Synergy_Bliss=-14.5, Synergy_Loewe=-7.87, Synergy_HSA=-7.46. (2) Drug 1: C1=NC2=C(N=C(N=C2N1C3C(C(C(O3)CO)O)O)F)N. Drug 2: CCC1(CC2CC(C3=C(CCN(C2)C1)C4=CC=CC=C4N3)(C5=C(C=C6C(=C5)C78CCN9C7C(C=CC9)(C(C(C8N6C)(C(=O)OC)O)OC(=O)C)CC)OC)C(=O)OC)O.OS(=O)(=O)O. Cell line: SF-539. Synergy scores: CSS=6.93, Synergy_ZIP=-3.66, Synergy_Bliss=-4.50, Synergy_Loewe=-33.7, Synergy_HSA=-1.41. (3) Drug 1: CN(C)N=NC1=C(NC=N1)C(=O)N. Drug 2: CC(C)(C#N)C1=CC(=CC(=C1)CN2C=NC=N2)C(C)(C)C#N. Cell line: SR. Synergy scores: CSS=3.70, Synergy_ZIP=-1.44, Synergy_Bliss=-1.37, Synergy_Loewe=-0.564, Synergy_HSA=-0.0395. (4) Drug 1: CC1=CC=C(C=C1)C2=CC(=NN2C3=CC=C(C=C3)S(=O)(=O)N)C(F)(F)F. Drug 2: C1=NC2=C(N=C(N=C2N1C3C(C(C(O3)CO)O)F)Cl)N. Cell line: IGROV1. Synergy scores: CSS=-2.12, Synergy_ZIP=6.64, Synergy_Bliss=1.14, Synergy_Loewe=-5.10, Synergy_HSA=-4.30.